Task: Predict the product of the given reaction.. Dataset: Forward reaction prediction with 1.9M reactions from USPTO patents (1976-2016) (1) Given the reactants [CH3:1][C:2]1[CH:10]=[CH:9][C:5]([C:6](Cl)=[O:7])=[CH:4][C:3]=1[N+:11]([O-:13])=[O:12].[CH:14]1([NH2:17])[CH2:16][CH2:15]1.C(N(CC)CC)C, predict the reaction product. The product is: [CH:14]1([NH:17][C:6](=[O:7])[C:5]2[CH:9]=[CH:10][C:2]([CH3:1])=[C:3]([N+:11]([O-:13])=[O:12])[CH:4]=2)[CH2:16][CH2:15]1. (2) Given the reactants [NH2:1][C:2]1[CH:11]=[C:10]2[C:5]([CH:6]=[C:7]([C:13]3[CH:18]=[CH:17][CH:16]=[CH:15][C:14]=3[C:19]([F:22])([F:21])[F:20])[NH:8][C:9]2=[O:12])=[CH:4][CH:3]=1.N1C=CC=CC=1.ClC(OC1C=CC([N+]([O-])=O)=CC=1)=O.[CH3:42][O:43][CH:44]([O:48][CH3:49])CNC.[CH3:50][N:51]([CH:53]=[O:54])[CH3:52], predict the reaction product. The product is: [CH3:42][O:43][CH:44]([O:48][CH3:49])[CH2:50][N:51]([CH3:52])[C:53]([NH:1][C:2]1[CH:11]=[C:10]2[C:5]([CH:6]=[C:7]([C:13]3[CH:18]=[CH:17][CH:16]=[CH:15][C:14]=3[C:19]([F:22])([F:20])[F:21])[NH:8][C:9]2=[O:12])=[CH:4][CH:3]=1)=[O:54]. (3) Given the reactants N1C=CN=[CH:2]1.[H-].[Na+].[C:8]([NH:27][C@@H:28]([C:31]([OH:33])=[O:32])[CH2:29][OH:30])([C:21]1[CH:26]=[CH:25][CH:24]=[CH:23][CH:22]=1)([C:15]1[CH:20]=[CH:19][CH:18]=[CH:17][CH:16]=1)[C:9]1[CH:14]=[CH:13][CH:12]=[CH:11][CH:10]=1.CI, predict the reaction product. The product is: [CH3:2][O:30][CH2:29][C@H:28]([C:31]([OH:33])=[O:32])[NH:27][C:8]([C:15]1[CH:20]=[CH:19][CH:18]=[CH:17][CH:16]=1)([C:21]1[CH:22]=[CH:23][CH:24]=[CH:25][CH:26]=1)[C:9]1[CH:10]=[CH:11][CH:12]=[CH:13][CH:14]=1. (4) Given the reactants [Cl:1][C:2]1[CH:7]=[CH:6][C:5]([CH:8]2[CH2:14][C:13](=[O:15])[O:12][C:10](=[O:11])[CH2:9]2)=[CH:4][C:3]=1C(F)(F)F.ClC1C=CC(C=O)=CC=1[C:29]([F:32])([F:31])[F:30].C(OCC)(=O)CC(C)=O, predict the reaction product. The product is: [Cl:1][C:2]1([C:29]([F:32])([F:31])[F:30])[CH:3]=[CH:4][C:5]([CH:8]2[CH2:9][C:10](=[O:11])[O:12][C:13](=[O:15])[CH2:14]2)=[CH:6][CH2:7]1. (5) Given the reactants [CH3:1][C:2]1[C:7]([C:8](OCC)=[O:9])=[C:6]([CH3:13])[CH:5]=[CH:4][N:3]=1.[H-].[Al+3].[Li+].[H-].[H-].[H-].O.[OH-].[Na+], predict the reaction product. The product is: [OH:9][CH2:8][C:7]1[C:2]([CH3:1])=[N:3][CH:4]=[CH:5][C:6]=1[CH3:13]. (6) Given the reactants [C:1]([C:3]1[CH:12]=[CH:11][C:10]2[C:5](=[CH:6][CH:7]=[C:8]([OH:13])[CH:9]=2)[N:4]=1)#[N:2].[CH3:14][CH2:15][O:16][P:17](Cl)([O:19][CH2:20][CH3:21])=[O:18].C(N(CC)CC)C, predict the reaction product. The product is: [P:17]([O:13][C:8]1[CH:9]=[C:10]2[C:5](=[CH:6][CH:7]=1)[N:4]=[C:3]([C:1]#[N:2])[CH:12]=[CH:11]2)([O:19][CH2:20][CH3:21])([O:16][CH2:15][CH3:14])=[O:18]. (7) Given the reactants [CH3:1][O:2][C:3]1[CH:8]=[CH:7][C:6]([C:9]2([O:19]C)C(OC)=CC=C(CO)C2)=[CH:5][C:4]=1[N+:21]([O-:23])=[O:22].[CH3:24][O:25][C:26]1[CH:27]=[C:28](Br)[CH:29]=[C:30]([O:32][CH3:33])[CH:31]=1.[Mg].COC1C=CC(C=O)=CC=1[N+]([O-])=O, predict the reaction product. The product is: [CH3:1][O:2][C:3]1[CH:8]=[CH:7][C:6]([CH:9]([C:28]2[CH:27]=[C:26]([O:25][CH3:24])[CH:31]=[C:30]([O:32][CH3:33])[CH:29]=2)[OH:19])=[CH:5][C:4]=1[N+:21]([O-:23])=[O:22].